This data is from Full USPTO retrosynthesis dataset with 1.9M reactions from patents (1976-2016). The task is: Predict the reactants needed to synthesize the given product. (1) The reactants are: [F:1][C:2]1[CH:3]=[C:4]([CH:18]=[CH:19][CH:20]=1)[CH2:5][NH:6][C:7]1[N:17]=[CH:16][CH:15]=[CH:14][C:8]=1[C:9]([O:11]CC)=[O:10].[OH-].[Na+]. Given the product [F:1][C:2]1[CH:3]=[C:4]([CH:18]=[CH:19][CH:20]=1)[CH2:5][NH:6][C:7]1[N:17]=[CH:16][CH:15]=[CH:14][C:8]=1[C:9]([OH:11])=[O:10], predict the reactants needed to synthesize it. (2) Given the product [N:41]([CH2:29][C@@H:27]1[CH2:28][C@H:25]([C:8]2[N:4]3[CH:5]=[CH:6][N:7]=[C:2]([NH2:1])[C:3]3=[C:10]([C:11]3[CH:16]=[CH:15][CH:14]=[C:13]([O:17][CH2:18][C:19]4[CH:24]=[CH:23][CH:22]=[CH:21][CH:20]=4)[CH:12]=3)[N:9]=2)[CH2:26]1)=[N+:42]=[N-:43], predict the reactants needed to synthesize it. The reactants are: [NH2:1][C:2]1[C:3]2[N:4]([C:8]([C@@H:25]3[CH2:28][C@H:27]([CH2:29]OS(C4C=CC(C)=CC=4)(=O)=O)[CH2:26]3)=[N:9][C:10]=2[C:11]2[CH:16]=[CH:15][CH:14]=[C:13]([O:17][CH2:18][C:19]3[CH:24]=[CH:23][CH:22]=[CH:21][CH:20]=3)[CH:12]=2)[CH:5]=[CH:6][N:7]=1.[N-:41]=[N+:42]=[N-:43].[Na+]. (3) Given the product [Cl:1][C:2]1[CH:3]=[C:4]([C:12]2[N:16]=[C:15]([C:17]3[CH:22]=[CH:21][C:20]([C:23]([NH:26][CH2:27][CH2:28][C:29]([OH:31])=[O:30])([CH3:25])[CH3:24])=[CH:19][CH:18]=3)[O:14][N:13]=2)[CH:5]=[CH:6][C:7]=1[O:8][CH:9]([CH3:11])[CH3:10], predict the reactants needed to synthesize it. The reactants are: [Cl:1][C:2]1[CH:3]=[C:4]([C:12]2[N:16]=[C:15]([C:17]3[CH:22]=[CH:21][C:20]([C:23]([NH:26][CH2:27][CH2:28][C:29]([O:31]C)=[O:30])([CH3:25])[CH3:24])=[CH:19][CH:18]=3)[O:14][N:13]=2)[CH:5]=[CH:6][C:7]=1[O:8][CH:9]([CH3:11])[CH3:10].[OH-].[Na+].C(O)(=O)C.Cl. (4) Given the product [Cl:1][C:2]1[CH:9]=[C:8]([N:10]([CH2:16][C:17]2[CH:22]=[CH:21][CH:20]=[CH:19][C:18]=2[Cl:23])[C@H:11]2[CH2:15][CH2:14][N:13]([S:27]([CH:25]([CH3:26])[CH3:24])(=[O:29])=[O:28])[CH2:12]2)[CH:7]=[CH:6][C:3]=1[C:4]#[N:5], predict the reactants needed to synthesize it. The reactants are: [Cl:1][C:2]1[CH:9]=[C:8]([N:10]([CH2:16][C:17]2[CH:22]=[CH:21][CH:20]=[CH:19][C:18]=2[Cl:23])[C@H:11]2[CH2:15][CH2:14][NH:13][CH2:12]2)[CH:7]=[CH:6][C:3]=1[C:4]#[N:5].[CH3:24][CH:25]([S:27](Cl)(=[O:29])=[O:28])[CH3:26]. (5) The reactants are: [Cl:1][C:2]1[CH:7]=[CH:6][C:5]([C:8]2[CH:9]=[CH:10][C:11]([C:14]#[C:15][C:16]3[CH:21]=[CH:20][C:19]([C:22]4([OH:28])[CH2:27][CH2:26][NH:25][CH2:24][CH2:23]4)=[CH:18][CH:17]=3)=[N:12][CH:13]=2)=[CH:4][CH:3]=1.[CH:29]1([CH:32]=O)[CH2:31][CH2:30]1.C(O[BH-](OC(=O)C)OC(=O)C)(=O)C.[Na+].C(O)(=O)C. Given the product [Cl:1][C:2]1[CH:7]=[CH:6][C:5]([C:8]2[CH:9]=[CH:10][C:11]([C:14]#[C:15][C:16]3[CH:21]=[CH:20][C:19]([C:22]4([OH:28])[CH2:27][CH2:26][N:25]([CH2:32][CH:29]5[CH2:31][CH2:30]5)[CH2:24][CH2:23]4)=[CH:18][CH:17]=3)=[N:12][CH:13]=2)=[CH:4][CH:3]=1, predict the reactants needed to synthesize it.